From a dataset of Reaction yield outcomes from USPTO patents with 853,638 reactions. Predict the reaction yield, written as a fraction of the theoretical maximum amount of product (1.0 means a 100% yield; for example, 0.34 means a 34% yield). (1) The reactants are [C:1]1([C:8]2[CH:13]=[CH:12][CH:11]=[CH:10][CH:9]=2)[CH:6]=[CH:5][CH:4]=[C:3]([OH:7])[CH:2]=1.[Br:14][CH2:15][CH2:16][CH2:17]Br.C([O-])([O-])=O.[Cs+].[Cs+]. The catalyst is C(#N)C. The product is [Br:14][CH2:15][CH2:16][CH2:17][O:7][C:3]1[CH:2]=[C:1]([C:8]2[CH:9]=[CH:10][CH:11]=[CH:12][CH:13]=2)[CH:6]=[CH:5][CH:4]=1. The yield is 0.578. (2) The reactants are C(O[C:4](=[O:21])[C:5](=[C:11]([S:19][CH3:20])[NH:12][C:13]1[CH:18]=[CH:17][CH:16]=[CH:15][CH:14]=1)[C:6]([O:8][CH2:9][CH3:10])=[O:7])C. The catalyst is ClC1C=CC=CC=1Cl. The product is [CH2:9]([O:8][C:6]([C:5]1[C:11]([S:19][CH3:20])=[N:12][C:13]2[C:14]([C:4]=1[OH:21])=[CH:15][CH:16]=[CH:17][CH:18]=2)=[O:7])[CH3:10]. The yield is 0.350. (3) The reactants are [CH2:1]([S:3]([C:6]1[CH:7]=[C:8]([C:12]2[CH:17]=[C:16]([C:18]([F:21])([F:20])[F:19])[C:15]([CH3:22])=[C:14]([NH2:23])[C:13]=2[C:24]2[C:25](F)=[N:26][CH:27]=[C:28]([CH3:30])[CH:29]=2)[CH:9]=[CH:10][CH:11]=1)(=[O:5])=[O:4])[CH3:2].[CH3:32][C:33]([OH:35])=[O:34]. No catalyst specified. The yield is 0.700. The product is [C:33]([OH:35])(=[O:34])[CH3:32].[CH2:1]([S:3]([C:6]1[CH:7]=[C:8]([C:12]2[CH:17]=[C:16]([C:18]([F:21])([F:20])[F:19])[C:15]([CH3:22])=[C:14]3[C:13]=2[C:24]2[CH:29]=[C:28]([CH3:30])[CH:27]=[N:26][C:25]=2[NH:23]3)[CH:9]=[CH:10][CH:11]=1)(=[O:5])=[O:4])[CH3:2]. (4) The reactants are C([O:4][CH2:5][CH:6]1[CH2:12][NH:11][CH2:10][CH2:9][CH2:8][NH:7]1)(=O)C.[CH2:13]([N:20]1[C:28]2[C:27](=[O:29])[N:26]([CH3:30])[C:25](=[O:31])[N:24]([CH3:32])[C:23]=2[N:22]=[C:21]1Cl)[C:14]1[CH:19]=[CH:18][CH:17]=[CH:16][CH:15]=1. No catalyst specified. The product is [CH2:13]([N:20]1[C:28]2[C:27](=[O:29])[N:26]([CH3:30])[C:25](=[O:31])[N:24]([CH3:32])[C:23]=2[N:22]=[C:21]1[N:11]1[CH2:10][CH2:9][CH2:8][NH:7][CH:6]([CH2:5][OH:4])[CH2:12]1)[C:14]1[CH:19]=[CH:18][CH:17]=[CH:16][CH:15]=1. The yield is 0.120. (5) The reactants are C([O:3][C:4]([C:6]1[CH:7]=[C:8]2[C:13](=[CH:14][CH:15]=1)[NH:12][CH:11]([C:16]1[CH:21]=[CH:20][CH:19]=[C:18]([Br:22])[CH:17]=1)[C:10]([CH3:24])([CH3:23])[CH2:9]2)=[O:5])C.[OH-].[Na+].Cl. The catalyst is CO.O1CCCC1.O. The product is [Br:22][C:18]1[CH:17]=[C:16]([CH:11]2[C:10]([CH3:23])([CH3:24])[CH2:9][C:8]3[C:13](=[CH:14][CH:15]=[C:6]([C:4]([OH:5])=[O:3])[CH:7]=3)[NH:12]2)[CH:21]=[CH:20][CH:19]=1. The yield is 0.900. (6) The reactants are COC(=O)N(CC1C=C(C(F)(F)F)C=C(C(F)(F)F)C=1)CC1C=C2C(C)=NN(C)C2=NC=1N(CC1CCCC1)CC.[C:42]([O:46][C:47](=[O:81])[CH2:48][N:49]([CH2:66][C:67]1[CH:72]=[C:71]([C:73]([F:76])([F:75])[F:74])[CH:70]=[C:69]([C:77]([F:80])([F:79])[F:78])[CH:68]=1)[CH2:50][C:51]1[C:52]([C:61]#[C:62][CH2:63][CH2:64][CH3:65])=[N:53][C:54]2[C:59]([CH:60]=1)=[CH:58][CH:57]=[CH:56][CH:55]=2)([CH3:45])([CH3:44])[CH3:43]. The catalyst is C(O)C.[Pd]. The product is [C:42]([O:46][C:47](=[O:81])[CH2:48][N:49]([CH2:66][C:67]1[CH:72]=[C:71]([C:73]([F:76])([F:75])[F:74])[CH:70]=[C:69]([C:77]([F:78])([F:79])[F:80])[CH:68]=1)[CH2:50][C:51]1[C:52]([CH2:61][CH2:62][CH2:63][CH2:64][CH3:65])=[N:53][C:54]2[C:59]([CH:60]=1)=[CH:58][CH:57]=[CH:56][CH:55]=2)([CH3:43])([CH3:44])[CH3:45]. The yield is 0.450. (7) The reactants are [Cl:1][C:2]1[CH:7]=[C:6]([CH2:8][C:9]2[C:14](=[O:15])[NH:13][C:12]([CH3:16])=[N:11][C:10]=2[CH2:17][CH2:18][CH3:19])[CH:5]=[CH:4][C:3]=1[C:20]1[C:21]([C:26]#[N:27])=[CH:22][CH:23]=[CH:24][CH:25]=1.[CH3:28][C:29]1([CH3:41])[CH2:33][C:32]2[CH:34]=[C:35](B(O)O)[CH:36]=[CH:37][C:31]=2[O:30]1.C([N:44](CC)CC)C.N1C=CC=CC=1.[C:55]([O:58]CC)(=[O:57])C. The catalyst is ClCCl.C([O-])(=O)C.[Cu+2].C([O-])(=O)C. The product is [Cl:1][C:2]1[CH:7]=[C:6]([CH2:8][C:9]2[C:14](=[O:15])[N:13]([C:35]3[CH:36]=[CH:37][C:31]4[O:30][C:29]([CH3:41])([CH3:28])[CH2:33][C:32]=4[CH:34]=3)[C:12]([CH3:16])=[N:11][C:10]=2[CH2:17][CH2:18][CH3:19])[CH:5]=[CH:4][C:3]=1[C:20]1[CH:25]=[CH:24][CH:23]=[CH:22][C:21]=1[C:26]1[NH:44][C:55](=[O:57])[O:58][N:27]=1. The yield is 0.750. (8) The reactants are N(C(OC(C)C)=O)=NC(OC(C)C)=O.[OH:15][C:16]1[CH:21]=[CH:20][C:19](O)=[CH:18][C:17]=1[Cl:23].O[C@H:25]1[CH2:29][CH2:28][N:27](C(OC(C)(C)C)=O)[CH2:26]1.C1(P(C2C=CC=CC=2)C2C=CC=CC=2)C=CC=CC=1. The catalyst is O1CCCC1. The product is [ClH:23].[Cl:23][C:17]1[CH:18]=[CH:19][CH:20]=[CH:21][C:16]=1[O:15][C@@H:25]1[CH2:29][CH2:28][NH:27][CH2:26]1. The yield is 0.550.